The task is: Predict the product of the given reaction.. This data is from Forward reaction prediction with 1.9M reactions from USPTO patents (1976-2016). (1) Given the reactants [F:1][C:2]1[CH:7]=[CH:6][CH:5]=[CH:4][C:3]=1[C:8]1[C:9]([N:26]2[CH2:31][CH2:30][N:29]([C:32]([O:34][C:35]([CH3:38])([CH3:37])[CH3:36])=[O:33])[CH2:28][CH2:27]2)=[C:10]2[CH:16]=[CH:15][N:14](S(C3C=CC=CC=3)(=O)=O)[C:11]2=[N:12][CH:13]=1.C1COCC1.CO.[Li+].[OH-], predict the reaction product. The product is: [F:1][C:2]1[CH:7]=[CH:6][CH:5]=[CH:4][C:3]=1[C:8]1[C:9]([N:26]2[CH2:27][CH2:28][N:29]([C:32]([O:34][C:35]([CH3:38])([CH3:37])[CH3:36])=[O:33])[CH2:30][CH2:31]2)=[C:10]2[CH:16]=[CH:15][NH:14][C:11]2=[N:12][CH:13]=1. (2) Given the reactants [CH3:1][N:2]([CH3:16])[C:3]1([C:10]2[CH:15]=[CH:14][CH:13]=[CH:12][CH:11]=2)[CH2:8][CH2:7][CH:6]([NH2:9])[CH2:5][CH2:4]1.C1([O:23][C:24](=O)[NH:25][CH2:26][CH2:27][CH2:28][C:29]2[CH:34]=[CH:33][CH:32]=[CH:31][CH:30]=2)C=CC=CC=1, predict the reaction product. The product is: [CH3:1][N:2]([CH3:16])[C:3]1([C:10]2[CH:15]=[CH:14][CH:13]=[CH:12][CH:11]=2)[CH2:8][CH2:7][CH:6]([NH:9][C:24]([NH:25][CH2:26][CH2:27][CH2:28][C:29]2[CH:34]=[CH:33][CH:32]=[CH:31][CH:30]=2)=[O:23])[CH2:5][CH2:4]1. (3) Given the reactants [Cl:1][C:2]1[N:3]=[CH:4][NH:5][C:6]=1[Cl:7].[OH-].[K+].C(#N)C.Br[CH2:14][CH:15]1[O:20][C:19]2[CH:21]=[CH:22][CH:23]=[CH:24][C:18]=2[O:17][CH2:16]1, predict the reaction product. The product is: [O:20]1[C:19]2[CH:21]=[CH:22][CH:23]=[CH:24][C:18]=2[O:17][CH2:16][CH:15]1[CH2:14][N:3]1[C:2]([Cl:1])=[C:6]([Cl:7])[N:5]=[CH:4]1.